This data is from Catalyst prediction with 721,799 reactions and 888 catalyst types from USPTO. The task is: Predict which catalyst facilitates the given reaction. (1) The catalyst class is: 55. Product: [C:1]([C:3]1[CH:4]=[C:5]([CH:39]=[C:40]([S:42]([F:46])([F:44])([F:47])([F:43])[F:45])[CH:41]=1)[C:6]([NH:8][C:9]1[CH:14]=[CH:13][C:12]([CH3:15])=[C:11]([N:16]2[C:23]3[N:19]([N:20]=[C:21]([C:24]4[CH:28]=[N:27][NH:26][CH:25]=4)[CH:22]=3)[C:18]([CH3:38])=[CH:17]2)[CH:10]=1)=[O:7])#[N:2]. Reactant: [C:1]([C:3]1[CH:4]=[C:5]([CH:39]=[C:40]([S:42]([F:47])([F:46])([F:45])([F:44])[F:43])[CH:41]=1)[C:6]([NH:8][C:9]1[CH:14]=[CH:13][C:12]([CH3:15])=[C:11]([N:16]2[C:23]3[N:19]([N:20]=[C:21]([C:24]4[CH:25]=[N:26][N:27](CC5C=CC(OC)=CC=5)[CH:28]=4)[CH:22]=3)[C:18]([CH3:38])=[CH:17]2)[CH:10]=1)=[O:7])#[N:2]. (2) Reactant: [CH2:1]([O:8][C:9]1[CH:10]=[C:11]([C:18]2[O:19][C:20]([CH3:23])=[CH:21][N:22]=2)[CH:12]=[C:13]([O:16][CH3:17])[C:14]=1Br)[C:2]1[CH:7]=[CH:6][CH:5]=[CH:4][CH:3]=1.C([Li])CCC.[B:29](OC)([O:32]C)[O:30]C. Product: [CH2:1]([O:8][C:9]1[CH:10]=[C:11]([C:18]2[O:19][C:20]([CH3:23])=[CH:21][N:22]=2)[CH:12]=[C:13]([O:16][CH3:17])[C:14]=1[B:29]([OH:32])[OH:30])[C:2]1[CH:7]=[CH:6][CH:5]=[CH:4][CH:3]=1. The catalyst class is: 1. (3) Reactant: [I-].[CH3:2][S+](C)(C)=O.[H-].[Na+].[Br:9][C:10]1[C:11]([OH:32])=[C:12]([CH:16]=[N:17][C:18]2[CH:31]=[CH:30][C:21]3[C@H:22]([CH2:25][C:26]([O:28][CH3:29])=[O:27])[CH2:23][O:24][C:20]=3[CH:19]=2)[CH:13]=[CH:14][CH:15]=1.[Cl-].[NH4+]. Product: [Br:9][C:10]1[C:11]2[O:32][CH2:2][CH:16]([NH:17][C:18]3[CH:31]=[CH:30][C:21]4[C@H:22]([CH2:25][C:26]([O:28][CH3:29])=[O:27])[CH2:23][O:24][C:20]=4[CH:19]=3)[C:12]=2[CH:13]=[CH:14][CH:15]=1. The catalyst class is: 148. (4) Reactant: [Cl:1][CH:2]([Cl:8])[C:3](=O)[CH:4]=[CH:5]Cl.[CH3:9][N:10](C)[NH2:11]. Product: [Cl:1][CH:2]([Cl:8])[C:3]1[CH:4]=[CH:5][N:10]([CH3:9])[N:11]=1. The catalyst class is: 282. (5) Reactant: [CH2:1]([N:4]1[CH2:8][C@@:7]([NH2:16])([C:9]2[CH:14]=[CH:13][CH:12]=[C:11]([Br:15])[CH:10]=2)[C@H:6]([CH2:17]O)[CH2:5]1)[CH:2]=[CH2:3].[C:19]([N:27]=[C:28]=[S:29])(=[O:26])[C:20]1[CH:25]=[CH:24][CH:23]=[CH:22][CH:21]=1.C(N1C=CN=C1)(N1C=CN=C1)=O. Product: [CH2:1]([N:4]1[CH2:5][C@@H:6]2[C@@:7]([C:9]3[CH:14]=[CH:13][CH:12]=[C:11]([Br:15])[CH:10]=3)([N:16]=[C:28]([NH:27][C:19](=[O:26])[C:20]3[CH:21]=[CH:22][CH:23]=[CH:24][CH:25]=3)[S:29][CH2:17]2)[CH2:8]1)[CH:2]=[CH2:3]. The catalyst class is: 7. (6) Reactant: Cl.Cl.[CH3:3][N:4]([CH:10]([C:17]1[CH:22]=[CH:21][CH:20]=[CH:19][CH:18]=1)[C:11]1[CH:16]=[CH:15][CH:14]=[CH:13][CH:12]=1)[CH2:5][C@@H:6]([NH:8][CH3:9])[CH3:7].C(N(CC)CC)C.[C:30](Cl)(=[O:32])[CH3:31]. Product: [C:11]1([CH:10]([N:4]([CH3:3])[CH2:5][C@@H:6]([N:8]([CH3:9])[C:30](=[O:32])[CH3:31])[CH3:7])[C:17]2[CH:18]=[CH:19][CH:20]=[CH:21][CH:22]=2)[CH:12]=[CH:13][CH:14]=[CH:15][CH:16]=1. The catalyst class is: 54. (7) Reactant: C(O)(C(F)(F)F)=O.[Cl:8][C:9]1[C:17]2[C:12](=[C:13]([Cl:34])[CH:14]=[CH:15][C:16]=2[NH:18][C:19]2[C:27]3[C:22](=[CH:23][N:24]=[CH:25][CH:26]=3)[O:21][C:20]=2[C:28]2[N:33]=[CH:32][CH:31]=[CH:30][N:29]=2)[N:11](C(OC(C)(C)C)=O)[N:10]=1. Product: [Cl:8][C:9]1[C:17]2[C:16]([NH:18][C:19]3[C:27]4[C:22](=[CH:23][N:24]=[CH:25][CH:26]=4)[O:21][C:20]=3[C:28]3[N:33]=[CH:32][CH:31]=[CH:30][N:29]=3)=[CH:15][CH:14]=[C:13]([Cl:34])[C:12]=2[NH:11][N:10]=1. The catalyst class is: 4.